This data is from Full USPTO retrosynthesis dataset with 1.9M reactions from patents (1976-2016). The task is: Predict the reactants needed to synthesize the given product. (1) Given the product [CH:1]1([C:5]2[CH:6]=[CH:7][C:8]([C:13]3[CH:22]=[N:21][C:20]4[NH:19][CH2:18][CH2:17][O:16][C:15]=4[CH:14]=3)=[C:9]([F:12])[C:10]=2[O:11][C:24]2[N:29]=[CH:28][CH:27]=[CH:26][N:25]=2)[CH2:2][CH2:3][CH2:4]1, predict the reactants needed to synthesize it. The reactants are: [CH:1]1([C:5]2[C:10]([OH:11])=[C:9]([F:12])[C:8]([C:13]3[CH:22]=[N:21][C:20]4[NH:19][CH2:18][CH2:17][O:16][C:15]=4[CH:14]=3)=[CH:7][CH:6]=2)[CH2:4][CH2:3][CH2:2]1.Cl[C:24]1[N:29]=[CH:28][CH:27]=[CH:26][N:25]=1. (2) Given the product [C:1]([N:4]1[C:12]2[C:7](=[CH:8][C:9]([OH:13])=[CH:10][CH:11]=2)[CH:6]=[N:5]1)(=[O:3])[CH3:2], predict the reactants needed to synthesize it. The reactants are: [C:1]([N:4]1[C:12]2[C:7](=[CH:8][C:9]([O:13]CC3C=CC=CC=3)=[CH:10][CH:11]=2)[CH:6]=[N:5]1)(=[O:3])[CH3:2].C([O-])=O.[NH4+].